This data is from NCI-60 drug combinations with 297,098 pairs across 59 cell lines. The task is: Regression. Given two drug SMILES strings and cell line genomic features, predict the synergy score measuring deviation from expected non-interaction effect. (1) Drug 1: C(=O)(N)NO. Drug 2: CC12CCC3C(C1CCC2O)C(CC4=C3C=CC(=C4)O)CCCCCCCCCS(=O)CCCC(C(F)(F)F)(F)F. Cell line: HT29. Synergy scores: CSS=7.38, Synergy_ZIP=-1.80, Synergy_Bliss=-1.08, Synergy_Loewe=-0.813, Synergy_HSA=-1.68. (2) Drug 1: C1=C(C(=O)NC(=O)N1)N(CCCl)CCCl. Drug 2: CCCCCOC(=O)NC1=NC(=O)N(C=C1F)C2C(C(C(O2)C)O)O. Cell line: SF-268. Synergy scores: CSS=26.3, Synergy_ZIP=3.33, Synergy_Bliss=4.79, Synergy_Loewe=-20.8, Synergy_HSA=2.57. (3) Drug 1: C1=CC(=C2C(=C1NCCNCCO)C(=O)C3=C(C=CC(=C3C2=O)O)O)NCCNCCO. Drug 2: C1CC(=O)NC(=O)C1N2C(=O)C3=CC=CC=C3C2=O. Cell line: SF-268. Synergy scores: CSS=42.8, Synergy_ZIP=2.07, Synergy_Bliss=1.64, Synergy_Loewe=-32.2, Synergy_HSA=1.79. (4) Drug 1: CC1OCC2C(O1)C(C(C(O2)OC3C4COC(=O)C4C(C5=CC6=C(C=C35)OCO6)C7=CC(=C(C(=C7)OC)O)OC)O)O. Drug 2: C(CN)CNCCSP(=O)(O)O. Cell line: SR. Synergy scores: CSS=64.3, Synergy_ZIP=-1.28, Synergy_Bliss=-2.11, Synergy_Loewe=-3.20, Synergy_HSA=-0.855. (5) Drug 1: C1=CC(=CC=C1CCCC(=O)O)N(CCCl)CCCl. Drug 2: C1=CN(C=N1)CC(O)(P(=O)(O)O)P(=O)(O)O. Cell line: SF-295. Synergy scores: CSS=6.53, Synergy_ZIP=-12.2, Synergy_Bliss=-12.4, Synergy_Loewe=-11.2, Synergy_HSA=-11.2. (6) Drug 1: CC1=CC=C(C=C1)C2=CC(=NN2C3=CC=C(C=C3)S(=O)(=O)N)C(F)(F)F. Drug 2: CN1C(=O)N2C=NC(=C2N=N1)C(=O)N. Cell line: SK-OV-3. Synergy scores: CSS=-0.360, Synergy_ZIP=-0.492, Synergy_Bliss=-2.96, Synergy_Loewe=-2.54, Synergy_HSA=-3.72. (7) Drug 1: C1=CC(=CC=C1CC(C(=O)O)N)N(CCCl)CCCl.Cl. Drug 2: C1C(C(OC1N2C=C(C(=O)NC2=O)F)CO)O. Cell line: A549. Synergy scores: CSS=39.8, Synergy_ZIP=-4.66, Synergy_Bliss=-5.55, Synergy_Loewe=-5.39, Synergy_HSA=-1.83.